This data is from Reaction yield outcomes from USPTO patents with 853,638 reactions. The task is: Predict the reaction yield, written as a fraction of the theoretical maximum amount of product (1.0 means a 100% yield; for example, 0.34 means a 34% yield). (1) The reactants are [CH2:1]([OH:5])[CH2:2][CH2:3][OH:4].[CH3:6][C:7]1[CH:12]=[CH:11][C:10]([S:13](Cl)(=[O:15])=[O:14])=[CH:9][CH:8]=1. The catalyst is N1C=CC=CC=1. The product is [CH3:6][C:7]1[CH:12]=[CH:11][C:10]([S:13]([O:4][CH2:3][CH2:2][CH2:1][O:5][S:13]([C:10]2[CH:11]=[CH:12][C:7]([CH3:6])=[CH:8][CH:9]=2)(=[O:15])=[O:14])(=[O:15])=[O:14])=[CH:9][CH:8]=1. The yield is 0.847. (2) The reactants are [NH2:1][C:2]1[NH:3][C:4](=S)[C:5]2[S:10][C:9](=[O:11])[N:8]([C@@H:12]3[O:24][C@H:23]([CH2:25][O:26][C:27](=[O:29])[CH3:28])[C@@H:18]([O:19][C:20](=[O:22])[CH3:21])[C@H:13]3[O:14][C:15](=[O:17])[CH3:16])[C:6]=2[N:7]=1. The catalyst is CC(C)=O.[Ni]. The product is [NH2:1][C:2]1[N:3]=[CH:4][C:5]2[S:10][C:9](=[O:11])[N:8]([C@@H:12]3[O:24][C@H:23]([CH2:25][O:26][C:27](=[O:29])[CH3:28])[C@@H:18]([O:19][C:20](=[O:22])[CH3:21])[C@H:13]3[O:14][C:15](=[O:17])[CH3:16])[C:6]=2[N:7]=1. The yield is 0.600. (3) The reactants are C([CH:9]([O:16][C:17]([NH:19][CH2:20][C:21]1([CH2:27][C:28]([OH:30])=[O:29])[CH2:26][CH2:25][CH2:24][CH2:23][CH2:22]1)=[O:18])[C:10]1[CH:15]=[CH:14][CH:13]=[CH:12][CH:11]=1)(=O)C1C=CC=CC=1.[CH:31]1[CH:36]=[C:35](Cl)[CH:34]=[C:33]([C:38]([O:40]O)=[O:39])[CH:32]=1.C([O-])(O)=O.[Na+].C(O)(=O)CC(CC(O)=O)(C(O)=O)O. The catalyst is C(Cl)Cl. The product is [C:38]([O:40][CH:9]([O:16][C:17]([NH:19][CH2:20][C:21]1([CH2:27][C:28]([OH:30])=[O:29])[CH2:22][CH2:23][CH2:24][CH2:25][CH2:26]1)=[O:18])[C:10]1[CH:11]=[CH:12][CH:13]=[CH:14][CH:15]=1)(=[O:39])[C:33]1[CH:34]=[CH:35][CH:36]=[CH:31][CH:32]=1. The yield is 0.490. (4) The reactants are [NH2:1][C:2]1[CH:9]=[CH:8][CH:7]=[C:6]([O:10][CH2:11][CH:12]2[CH2:16][CH2:15][CH2:14][CH2:13]2)[C:3]=1[C:4]#[N:5].[C:17]([O:23][CH2:24][CH3:25])(=[O:22])[CH2:18][C:19]([CH3:21])=O.Cl[Sn](Cl)(Cl)Cl. The catalyst is C1(C)C=CC=CC=1. The product is [NH2:5][C:4]1[C:3]2[C:2](=[CH:9][CH:8]=[CH:7][C:6]=2[O:10][CH2:11][CH:12]2[CH2:16][CH2:15][CH2:14][CH2:13]2)[N:1]=[C:19]([CH3:21])[C:18]=1[C:17]([O:23][CH2:24][CH3:25])=[O:22]. The yield is 0.750. (5) The reactants are [CH3:1][O:2][C:3]1[CH:8]=[CH:7][C:6]([NH:9][C:10]2[CH:15]=[CH:14][CH:13]=[CH:12][C:11]=2[NH:16][C:17]([C:19]2[C:20]([CH:24]3[CH2:26][CH2:25]3)=[N:21][O:22][CH:23]=2)=O)=[CH:5][CH:4]=1.Cl.O1CCOCC1. The catalyst is CO. The product is [CH:24]1([C:20]2[C:19]([C:17]3[N:9]([C:6]4[CH:7]=[CH:8][C:3]([O:2][CH3:1])=[CH:4][CH:5]=4)[C:10]4[CH:15]=[CH:14][CH:13]=[CH:12][C:11]=4[N:16]=3)=[CH:23][O:22][N:21]=2)[CH2:26][CH2:25]1. The yield is 0.800.